This data is from Catalyst prediction with 721,799 reactions and 888 catalyst types from USPTO. The task is: Predict which catalyst facilitates the given reaction. (1) Reactant: [CH2:1]([O:3][C:4]1[C:5]([C:11]([N:13]2[CH2:18][CH2:17][CH2:16][CH2:15][C@H:14]2[CH2:19][C:20]2[N:21]=[C:22]3[C:27]([CH3:28])=[CH:26][C:25]([F:29])=[CH:24][N:23]3[CH:30]=2)=[O:12])=[N:6][C:7]([CH3:10])=[CH:8][CH:9]=1)[CH3:2].[ClH:31].CCOCC. Product: [ClH:31].[CH2:1]([O:3][C:4]1[C:5]([C:11]([N:13]2[CH2:18][CH2:17][CH2:16][CH2:15][C@H:14]2[CH2:19][C:20]2[N:21]=[C:22]3[C:27]([CH3:28])=[CH:26][C:25]([F:29])=[CH:24][N:23]3[CH:30]=2)=[O:12])=[N:6][C:7]([CH3:10])=[CH:8][CH:9]=1)[CH3:2]. The catalyst class is: 2. (2) Reactant: [C:1]1([S:7]([C:10]2[C:18]3[C:13](=[CH:14][CH:15]=[CH:16][CH:17]=3)[NH:12][C:11]=2[C:19]([OH:21])=[O:20])(=O)=O)[CH:6]=[CH:5][CH:4]=[CH:3][CH:2]=1.CO.[Si](C=[N+]=[N-])(C)(C)[CH3:25]. Product: [C:1]1([S:7][C:10]2[C:18]3[C:13](=[CH:14][CH:15]=[CH:16][CH:17]=3)[NH:12][C:11]=2[C:19]([O:21][CH3:25])=[O:20])[CH:6]=[CH:5][CH:4]=[CH:3][CH:2]=1. The catalyst class is: 48. (3) Reactant: Br[C:2]1[CH:7]=[CH:6][C:5]([CH2:8][O:9][CH3:10])=[CH:4][CH:3]=1.C([Li])CCC.[O:16]=[C:17]1[CH2:22][CH2:21][N:20](C(OCC)=O)[CH2:19][CH2:18]1.[Cl-].[NH4+].[OH-].[K+]. Product: [CH3:10][O:9][CH2:8][C:5]1[CH:6]=[CH:7][C:2]([C:17]2([OH:16])[CH2:22][CH2:21][NH:20][CH2:19][CH2:18]2)=[CH:3][CH:4]=1. The catalyst class is: 30. (4) Reactant: C(OC(=O)[NH:10][CH2:11][C@H:12]1[C:16](=[O:17])[O:15][C:14]([CH3:19])([CH3:18])[O:13]1)C1C=CC=CC=1.C1CCC=CC=1.[C:27]([OH:33])([C:29]([F:32])([F:31])[F:30])=[O:28]. The catalyst class is: 29. Product: [F:30][C:29]([F:32])([F:31])[C:27]([O-:33])=[O:28].[CH3:18][C:14]1([CH3:19])[O:13][C@@H:12]([CH2:11][NH3+:10])[C:16](=[O:17])[O:15]1. (5) Reactant: CC(C)([O-])C.[Na+].Br[C:8]1[CH:13]=[CH:12][C:11]([CH3:14])=[CH:10][C:9]=1[N:15]([CH2:21][CH2:22][CH2:23][O:24][CH3:25])[C:16](=[O:20])[CH:17]([CH3:19])[CH3:18]. Product: [CH3:25][O:24][CH2:23][CH2:22][CH2:21][N:15]1[C:9]2[C:8](=[CH:13][CH:12]=[C:11]([CH3:14])[CH:10]=2)[C:17]([CH3:19])([CH3:18])[C:16]1=[O:20]. The catalyst class is: 160.